Dataset: Reaction yield outcomes from USPTO patents with 853,638 reactions. Task: Predict the reaction yield, written as a fraction of the theoretical maximum amount of product (1.0 means a 100% yield; for example, 0.34 means a 34% yield). (1) The reactants are Cl[CH2:2][CH2:3][C:4]1[C:9](=[O:10])[N:8]2[CH2:11][CH2:12][CH2:13][CH2:14][C:7]2=[N:6][C:5]=1[CH3:15].ClCl.[F:18][C:19]1[CH:33]=[CH:32][C:22]2[C:23]([CH:26]3[CH2:31][CH2:30][NH:29][CH2:28][CH2:27]3)=[N:24][O:25][C:21]=2[CH:20]=1.C(=O)([O-])[O-].[Na+].[Na+]. The catalyst is [I-].[K+].C(O)(C)C. The product is [CH3:15][C:5]1[N:6]=[C:7]2[N:8]([CH2:11][CH2:12][CH2:13][CH2:14]2)[C:9](=[O:10])[C:4]=1[CH2:3][CH2:2][N:29]1[CH2:28][CH2:27][CH:26]([C:23]2[C:22]3[CH:32]=[CH:33][C:19]([F:18])=[CH:20][C:21]=3[O:25][N:24]=2)[CH2:31][CH2:30]1. The yield is 0.730. (2) The yield is 0.140. The catalyst is ClCCl. The product is [C:14]([O:13][C:11]([NH:10][C@@H:6]([CH2:5][CH2:4][CH2:3][CH2:2][NH:1][S:27][C:22]1[C:21]([N+:18]([O-:20])=[O:19])=[CH:26][CH:25]=[CH:24][N:23]=1)[C:7]([OH:9])=[O:8])=[O:12])([CH3:17])([CH3:16])[CH3:15]. The reactants are [NH2:1][CH2:2][CH2:3][CH2:4][CH2:5][C@H:6]([NH:10][C:11]([O:13][C:14]([CH3:17])([CH3:16])[CH3:15])=[O:12])[C:7]([OH:9])=[O:8].[N+:18]([C:21]1[C:22]([S:27]Cl)=[N:23][CH:24]=[CH:25][CH:26]=1)([O-:20])=[O:19].C(N(CC)CC)C. (3) The reactants are [F:1][C:2]1[CH:7]=[CH:6][CH:5]=[C:4]([F:8])[C:3]=1[N:9]1[C:14]2[N:15]=[C:16]([NH:27][CH2:28][C:29]([NH:31][CH2:32][CH2:33][O:34]C)=[O:30])[N:17]=[C:18]([C:19]3[CH:24]=[CH:23][C:22]([F:25])=[CH:21][C:20]=3[CH3:26])[C:13]=2[CH:12]=[CH:11][C:10]1=[O:36].B(Br)(Br)Br.O. The catalyst is ClCCl. The product is [F:1][C:2]1[CH:7]=[CH:6][CH:5]=[C:4]([F:8])[C:3]=1[N:9]1[C:14]2[N:15]=[C:16]([NH:27][CH2:28][C:29]([NH:31][CH2:32][CH2:33][OH:34])=[O:30])[N:17]=[C:18]([C:19]3[CH:24]=[CH:23][C:22]([F:25])=[CH:21][C:20]=3[CH3:26])[C:13]=2[CH:12]=[CH:11][C:10]1=[O:36]. The yield is 0.620. (4) The reactants are [F:1][C:2]1[C:3]([NH:12][C:13]2[CH:18]=[CH:17][C:16]([I:19])=[CH:15][C:14]=2[F:20])=[C:4]([CH:8]=[CH:9][C:10]=1[F:11])[C:5]([OH:7])=O.Cl.CN(C)CCCN=C=NCC.Cl.[OH:34][C:35]1([C:39]([NH:41][CH2:42][CH:43]=[CH2:44])=[O:40])[CH2:38][NH:37][CH2:36]1. The catalyst is CN(C)C1C=CN=CC=1.CN(C=O)C. The product is [F:1][C:2]1[C:3]([NH:12][C:13]2[CH:18]=[CH:17][C:16]([I:19])=[CH:15][C:14]=2[F:20])=[C:4]([C:5]([N:37]2[CH2:38][C:35]([OH:34])([C:39]([NH:41][CH2:42][CH:43]=[CH2:44])=[O:40])[CH2:36]2)=[O:7])[CH:8]=[CH:9][C:10]=1[F:11]. The yield is 0.0900. (5) The reactants are Cl.[CH3:2][C:3]1[O:4][C:5]2[C:14]3[CH:13]([CH2:15][CH2:16][NH2:17])[CH2:12][CH2:11][C:10]=3[CH:9]=[CH:8][C:6]=2[N:7]=1.C(N(CC)CC)C.[F:25][C:26]([F:37])([F:36])[C:27](O[C:27](=[O:28])[C:26]([F:37])([F:36])[F:25])=[O:28].C(=O)([O-])O.[Na+]. The catalyst is O1CCCC1. The product is [F:25][C:26]([F:37])([F:36])[C:27]([NH:17][CH2:16][CH2:15][CH:13]1[C:14]2[C:5]3[O:4][C:3]([CH3:2])=[N:7][C:6]=3[CH:8]=[CH:9][C:10]=2[CH2:11][CH2:12]1)=[O:28]. The yield is 0.130. (6) The reactants are [Br:1][C:2]1[CH:3]=[C:4]2[C@:15]3([CH2:19][S:18][C:17]([NH:20][C:21](=[O:27])[O:22][C:23]([CH3:26])([CH3:25])[CH3:24])=[N:16]3)[C:14]3[C:9](=[CH:10][CH:11]=[C:12](I)[CH:13]=3)[O:8][C:5]2=[N:6][CH:7]=1.O.[F-].C([N+](CCCC)(CCCC)CCCC)CCC.C1COCC1.C[Si](C)(C)[C:55]#[C:56][C:57]1([CH3:61])[CH2:60][O:59][CH2:58]1. The catalyst is CCOC(C)=O.C1C=CC([P]([Pd]([P](C2C=CC=CC=2)(C2C=CC=CC=2)C2C=CC=CC=2)([P](C2C=CC=CC=2)(C2C=CC=CC=2)C2C=CC=CC=2)[P](C2C=CC=CC=2)(C2C=CC=CC=2)C2C=CC=CC=2)(C2C=CC=CC=2)C2C=CC=CC=2)=CC=1.[Cu]I. The product is [Br:1][C:2]1[CH:3]=[C:4]2[C@:15]3([CH2:19][S:18][C:17]([NH:20][C:21](=[O:27])[O:22][C:23]([CH3:26])([CH3:25])[CH3:24])=[N:16]3)[C:14]3[C:9](=[CH:10][CH:11]=[C:12]([C:55]#[C:56][C:57]4([CH3:61])[CH2:60][O:59][CH2:58]4)[CH:13]=3)[O:8][C:5]2=[N:6][CH:7]=1. The yield is 0.890. (7) The reactants are Cl.Cl[CH2:3][CH2:4][N:5]1[CH2:9][CH2:8][CH2:7][CH2:6]1.[Cl:10][C:11]1[CH:30]=[CH:29][C:14]([NH:15][C:16]2[C:25]3[C:20](=[CH:21][C:22]([OH:28])=[C:23]([O:26][CH3:27])[CH:24]=3)[N:19]=[CH:18][N:17]=2)=[C:13]([F:31])[CH:12]=1.C(=O)([O-])[O-].[K+].[K+]. The catalyst is CN(C=O)C. The product is [Cl:10][C:11]1[CH:30]=[CH:29][C:14]([NH:15][C:16]2[C:25]3[C:20](=[CH:21][C:22]([O:28][CH2:3][CH2:4][N:5]4[CH2:9][CH2:8][CH2:7][CH2:6]4)=[C:23]([O:26][CH3:27])[CH:24]=3)[N:19]=[CH:18][N:17]=2)=[C:13]([F:31])[CH:12]=1. The yield is 0.100. (8) The reactants are CS(Cl)(=O)=O.O[CH2:7][CH2:8][C:9]1C=C2[C:16](=[CH:17][CH:18]=1)C=C(N1C=CC=[CH:21][C:20]1=[O:25])C=C2.[CH3:26][CH2:27]N(CC)CC. No catalyst specified. The product is [CH3:26][CH2:27][O:25][CH2:20][CH3:21].[CH3:7][CH2:8][CH2:9][CH2:18][CH2:17][CH3:16]. The yield is 0.520. (9) The product is [CH3:19][S:16]([C:12]1[CH:11]=[C:10]([S:7]([N:6]2[C:2]([C:32]3[CH:31]=[N:30][CH:35]=[CH:34][CH:33]=3)=[CH:3][C:4]([CH2:20][N:21]([CH3:29])[C:22](=[O:28])[O:23][C:24]([CH3:27])([CH3:26])[CH3:25])=[CH:5]2)(=[O:9])=[O:8])[CH:15]=[CH:14][CH:13]=1)(=[O:18])=[O:17]. The yield is 0.670. The catalyst is C1C=CC([P]([Pd]([P](C2C=CC=CC=2)(C2C=CC=CC=2)C2C=CC=CC=2)([P](C2C=CC=CC=2)(C2C=CC=CC=2)C2C=CC=CC=2)[P](C2C=CC=CC=2)(C2C=CC=CC=2)C2C=CC=CC=2)(C2C=CC=CC=2)C2C=CC=CC=2)=CC=1. The reactants are Br[C:2]1[N:6]([S:7]([C:10]2[CH:15]=[CH:14][CH:13]=[C:12]([S:16]([CH3:19])(=[O:18])=[O:17])[CH:11]=2)(=[O:9])=[O:8])[CH:5]=[C:4]([CH2:20][N:21]([CH3:29])[C:22](=[O:28])[O:23][C:24]([CH3:27])([CH3:26])[CH3:25])[CH:3]=1.[N:30]1[CH:35]=[CH:34][CH:33]=[C:32](B(O)O)[CH:31]=1.C(=O)([O-])[O-].[Na+].[Na+].